This data is from Forward reaction prediction with 1.9M reactions from USPTO patents (1976-2016). The task is: Predict the product of the given reaction. (1) Given the reactants C([NH:9][C:10](=[O:27])[NH:11][C:12]1[S:16][C:15]([C:17]([O:19][C:20]([CH3:23])([CH3:22])[CH3:21])=[O:18])=[C:14]([CH3:24])[C:13]=1[C:25]#[N:26])(=O)C1C=CC=CC=1.[OH-].[Na+], predict the reaction product. The product is: [NH2:26][C:25]1[C:13]2[C:14]([CH3:24])=[C:15]([C:17]([O:19][C:20]([CH3:23])([CH3:22])[CH3:21])=[O:18])[S:16][C:12]=2[NH:11][C:10](=[O:27])[N:9]=1. (2) Given the reactants Br[C:2]1[CH:11]=[CH:10][CH:9]=[C:8]2[C:3]=1[CH:4]=[CH:5][C:6](Cl)=[N:7]2.[CH3:13][C:14]1[O:18][C:17]([CH2:19][NH2:20])=[CH:16][CH:15]=1.[CH2:21]=[CH:22][C:23]1[CH:28]=[CH:27][CH:26]=[CH:25][CH:24]=1, predict the reaction product. The product is: [CH3:13][C:14]1[O:18][C:17]([CH2:19][NH:20][C:6]2[CH:5]=[CH:4][C:3]3[C:8](=[CH:9][CH:10]=[CH:11][C:2]=3/[CH:21]=[CH:22]/[C:23]3[CH:28]=[CH:27][CH:26]=[CH:25][CH:24]=3)[N:7]=2)=[CH:16][CH:15]=1. (3) Given the reactants [NH2:1][C:2]1[CH:7]=[CH:6][C:5]([Cl:8])=[CH:4][C:3]=1[OH:9].Br[CH2:11][C:12]([C:14]1[CH:19]=[CH:18][C:17]([NH:20][C:21](=[O:23])[CH3:22])=[CH:16][CH:15]=1)=O, predict the reaction product. The product is: [Cl:8][C:5]1[CH:6]=[CH:7][C:2]2[N:1]=[C:12]([C:14]3[CH:19]=[CH:18][C:17]([NH:20][C:21](=[O:23])[CH3:22])=[CH:16][CH:15]=3)[CH2:11][O:9][C:3]=2[CH:4]=1.